The task is: Predict the product of the given reaction.. This data is from Forward reaction prediction with 1.9M reactions from USPTO patents (1976-2016). (1) Given the reactants [C:1]([C:6]1[CH:21]=[C:20]([C:22]([CH2:25][CH3:26])([CH3:24])[CH3:23])[CH:19]=[CH:18][C:7]=1[O:8][C:9]1[CH:17]=[CH:16][CH:15]=[CH:14][C:10]=1[C:11](O)=[O:12])([CH2:4][CH3:5])([CH3:3])[CH3:2].C(OC(=O)C)(=O)C.S(=O)(=O)(O)O, predict the reaction product. The product is: [C:22]([C:20]1[CH:21]=[C:6]([C:1]([CH2:4][CH3:5])([CH3:3])[CH3:2])[C:7]2[O:8][C:9]3[C:10](=[CH:14][CH:15]=[CH:16][CH:17]=3)[C:11](=[O:12])[C:18]=2[CH:19]=1)([CH2:25][CH3:26])([CH3:24])[CH3:23]. (2) Given the reactants [Cl:1][C:2]1[CH:7]=[CH:6][C:5]([CH:8]([C:20]2[CH:25]=[CH:24][C:23]([NH:26][S:27]([CH3:30])(=[O:29])=[O:28])=[CH:22][CH:21]=2)[CH2:9][C:10]([C:12]2[CH:17]=[CH:16][C:15](=[O:18])[N:14]([CH3:19])[CH:13]=2)=O)=[C:4]([CH3:31])[CH:3]=1.Cl.[NH2:33][OH:34].C(=O)([O-])O.[Na+], predict the reaction product. The product is: [Cl:1][C:2]1[CH:7]=[CH:6][C:5]([CH:8]([C:20]2[CH:25]=[CH:24][C:23]([NH:26][S:27]([CH3:30])(=[O:28])=[O:29])=[CH:22][CH:21]=2)[CH2:9]/[C:10](=[N:33]\[OH:34])/[C:12]2[CH:17]=[CH:16][C:15](=[O:18])[N:14]([CH3:19])[CH:13]=2)=[C:4]([CH3:31])[CH:3]=1. (3) Given the reactants FC(F)(F)S(O[C:7]1[CH:8]=[CH:9][C:10]2[O:34][CH2:33][C:13]3([C:21]4[C:16](=[CH:17][CH:18]=[CH:19][CH:20]=4)[N:15]([CH2:22][C:23]4[O:24][C:25]([C:28]([F:31])([F:30])[F:29])=[CH:26][CH:27]=4)[C:14]3=[O:32])[C:11]=2[CH:12]=1)(=O)=O.Br[C:55]1[CH:54]=[CH:53]C=[C:51]2[C:56]=1C1(C3C=C(F)C(F)=CC=3OC1)C(=O)[N:50]2CC([NH:50][C:51]1[CH:56]=[CH:55][CH:54]=[CH:53]C=1F)=O.N1C=CC=C(B(O)O)C=1.N1C=C(B(O)O)C=NC=1, predict the reaction product. The product is: [N:50]1[CH:51]=[CH:56][CH:55]=[C:54]([C:7]2[CH:8]=[CH:9][C:10]3[O:34][CH2:33][C:13]4([C:21]5[C:16](=[CH:17][CH:18]=[CH:19][CH:20]=5)[N:15]([CH2:22][C:23]5[O:24][C:25]([C:28]([F:30])([F:31])[F:29])=[CH:26][CH:27]=5)[C:14]4=[O:32])[C:11]=3[CH:12]=2)[CH:53]=1. (4) Given the reactants [N+:1]([C:4]1[CH:5]=[CH:6][C:7]2[C:8]3[C:9]([C:14](=[O:23])[N:15]([C:17]4[CH:22]=[CH:21][CH:20]=[CH:19][CH:18]=4)[N:16]=3)=[CH:10][NH:11][C:12]=2[CH:13]=1)([O-:3])=[O:2].[Cl:24]C1C2C(=CC([N+]([O-])=O)=CC=2)N=CC=1C(OCC)=O.ClC1C=CC(NN)=CC=1, predict the reaction product. The product is: [Cl:24][C:20]1[CH:21]=[CH:22][C:17]([N:15]2[C:14](=[O:23])[C:9]3=[CH:10][NH:11][C:12]4[CH:13]=[C:4]([N+:1]([O-:3])=[O:2])[CH:5]=[CH:6][C:7]=4[C:8]3=[N:16]2)=[CH:18][CH:19]=1.